Dataset: Full USPTO retrosynthesis dataset with 1.9M reactions from patents (1976-2016). Task: Predict the reactants needed to synthesize the given product. (1) Given the product [OH:8][C:5]1[CH:6]=[CH:7][C:2]([N:1]2[C:12](=[O:13])[CH2:11][C:10]([CH3:18])([CH3:9])[CH2:16][C:15]2=[O:14])=[CH:3][CH:4]=1, predict the reactants needed to synthesize it. The reactants are: [NH2:1][C:2]1[CH:7]=[CH:6][C:5]([OH:8])=[CH:4][CH:3]=1.[CH3:9][C:10]1([CH3:18])[CH2:16][C:15](=O)[O:14][C:12](=[O:13])[CH2:11]1.C. (2) The reactants are: [OH-].[K+].[CH2:3]([O:6][C:7]1[CH:8]=[CH:9][C:10]2[C:11](=[O:24])[C:12]3[C:17]([O:18][C:19]=2[C:20]=1[C:21](=[O:23])[CH3:22])=[CH:16][CH:15]=[CH:14][CH:13]=3)[CH:4]=[CH2:5].[CH:25](=O)[C:26]1[CH:31]=[CH:30][CH:29]=[CH:28][CH:27]=1. Given the product [CH2:3]([O:6][C:7]1[CH:8]=[CH:9][C:10]2[C:11](=[O:24])[C:12]3[C:17]([O:18][C:19]=2[C:20]=1[C:21](=[O:23])[CH:22]=[CH:25][C:26]1[CH:31]=[CH:30][CH:29]=[CH:28][CH:27]=1)=[CH:16][CH:15]=[CH:14][CH:13]=3)[CH:4]=[CH2:5], predict the reactants needed to synthesize it. (3) Given the product [O:26]1[C:30]2[CH:31]=[CH:32][C:33]([CH:35]([OH:39])[CH2:36][N:37]([CH2:20][C:18]3[S:19][C:12]4[C:11](=[O:23])[C:10]([C:8]([NH:7][CH2:6][C:5]5[CH:4]=[CH:3][C:2]([Cl:1])=[CH:25][CH:24]=5)=[O:9])=[CH:15][N:14]([CH3:16])[C:13]=4[C:17]=3[CH3:22])[CH3:38])=[CH:34][C:29]=2[O:28][CH2:27]1, predict the reactants needed to synthesize it. The reactants are: [Cl:1][C:2]1[CH:25]=[CH:24][C:5]([CH2:6][NH:7][C:8]([C:10]2[C:11](=[O:23])[C:12]3[S:19][C:18]([CH2:20]Cl)=[C:17]([CH3:22])[C:13]=3[N:14]([CH3:16])[CH:15]=2)=[O:9])=[CH:4][CH:3]=1.[O:26]1[C:30]2[CH:31]=[CH:32][C:33]([CH:35]([OH:39])[CH2:36][NH:37][CH3:38])=[CH:34][C:29]=2[O:28][CH2:27]1.C(N(C(C)C)CC)(C)C. (4) Given the product [CH:13]1([NH:19][C:20](=[O:43])[CH2:21][S:22][C:23]2[N:24]([C:37]3[CH:42]=[CH:41][CH:40]=[CH:39][CH:38]=3)[C:25](=[O:36])[C:26]3[N:27]([CH2:7][CH2:6][CH2:2][C:3]([O:5][CH3:46])=[O:4])[C:28]4[CH:29]=[CH:30][CH:31]=[CH:32][C:33]=4[C:34]=3[N:35]=2)[CH2:18][CH2:17][CH2:16][CH2:15][CH2:14]1, predict the reactants needed to synthesize it. The reactants are: Br[CH:2]([CH2:6][CH3:7])[C:3]([OH:5])=[O:4].C[Si](Cl)(C)C.[CH:13]1([NH:19][C:20](=[O:43])[CH2:21][S:22][C:23]2[N:24]([C:37]3[CH:42]=[CH:41][CH:40]=[CH:39][CH:38]=3)[C:25](=[O:36])[C:26]3[NH:27][C:28]4[CH:29]=[CH:30][CH:31]=[CH:32][C:33]=4[C:34]=3[N:35]=2)[CH2:18][CH2:17][CH2:16][CH2:15][CH2:14]1.[H-].[Na+].[CH3:46]I. (5) Given the product [CH2:13]([C:12]([C:17]1[S:21][C:20]2[CH:22]=[C:23]([C:26]([OH:28])=[O:27])[CH:24]=[CH:25][C:19]=2[CH:18]=1)([C:9]1[CH:10]=[CH:11][C:6]([O:5][CH2:4][CH:3]([OH:30])[C:2]([CH3:31])([CH3:32])[CH3:1])=[C:7]([CH3:29])[CH:8]=1)[CH2:15][CH3:16])[CH3:14], predict the reactants needed to synthesize it. The reactants are: [CH3:1][C:2]([CH3:32])([CH3:31])[C:3](=[O:30])[CH2:4][O:5][C:6]1[CH:11]=[CH:10][C:9]([C:12]([C:17]2[S:21][C:20]3[CH:22]=[C:23]([C:26]([OH:28])=[O:27])[CH:24]=[CH:25][C:19]=3[CH:18]=2)([CH2:15][CH3:16])[CH2:13][CH3:14])=[CH:8][C:7]=1[CH3:29].[BH4-].[Na+]. (6) Given the product [C:18]1([C@H:16]([NH:15][CH2:14][CH2:13][CH2:12][C:9]2[CH:8]=[CH:7][C:6]([O:5][CH2:4][C:3]([OH:28])=[O:2])=[CH:11][CH:10]=2)[CH3:17])[C:27]2[C:22](=[CH:23][CH:24]=[CH:25][CH:26]=2)[CH:21]=[CH:20][CH:19]=1, predict the reactants needed to synthesize it. The reactants are: C[O:2][C:3](=[O:28])[CH2:4][O:5][C:6]1[CH:11]=[CH:10][C:9]([C:12]#[C:13][CH2:14][NH:15][C@@H:16]([C:18]2[C:27]3[C:22](=[CH:23][CH:24]=[CH:25][CH:26]=3)[CH:21]=[CH:20][CH:19]=2)[CH3:17])=[CH:8][CH:7]=1.[OH-].[Na+]. (7) Given the product [CH2:1]([O:8][C:9]1[CH:10]=[C:11]([CH:15]([O:19][CH3:20])[C:16]([NH:28][CH2:27][C:26]2[CH:29]=[CH:30][C:23]([C:22]#[N:21])=[CH:24][CH:25]=2)=[O:18])[CH:12]=[CH:13][CH:14]=1)[C:2]1[CH:3]=[CH:4][CH:5]=[CH:6][CH:7]=1, predict the reactants needed to synthesize it. The reactants are: [CH2:1]([O:8][C:9]1[CH:10]=[C:11]([CH:15]([O:19][CH3:20])[C:16]([OH:18])=O)[CH:12]=[CH:13][CH:14]=1)[C:2]1[CH:7]=[CH:6][CH:5]=[CH:4][CH:3]=1.[NH2:21][CH2:22][C:23]1[CH:30]=[CH:29][C:26]([C:27]#[N:28])=[CH:25][CH:24]=1. (8) Given the product [F:17][C:18]1[N:19]=[C:20]([N:16]2[C:10]3[CH:9]=[C:8]([C:6]4[CH:5]=[N:4][CH:3]=[C:2]([CH3:1])[N:7]=4)[N:13]=[CH:12][C:11]=3[CH:14]=[N:15]2)[CH:21]=[C:22]([CH:24]2[CH2:27][O:26][CH2:25]2)[CH:23]=1, predict the reactants needed to synthesize it. The reactants are: [CH3:1][C:2]1[N:7]=[C:6]([C:8]2[N:13]=[CH:12][C:11]3[CH:14]=[N:15][NH:16][C:10]=3[CH:9]=2)[CH:5]=[N:4][CH:3]=1.[F:17][C:18]1[CH:23]=[C:22]([CH:24]2[CH2:27][O:26][CH2:25]2)[CH:21]=[C:20](F)[N:19]=1.C(=O)([O-])[O-].[Cs+].[Cs+]. (9) Given the product [F:1][C:2]1[CH:17]=[CH:16][C:5]([CH2:6][O:7][C:8]2[CH:15]=[CH:14][C:11]([CH:12]=[N+:22]([C:18]([CH3:21])([CH3:20])[CH3:19])[O-:23])=[CH:10][CH:9]=2)=[CH:4][CH:3]=1, predict the reactants needed to synthesize it. The reactants are: [F:1][C:2]1[CH:17]=[CH:16][C:5]([CH2:6][O:7][C:8]2[CH:15]=[CH:14][C:11]([CH:12]=O)=[CH:10][CH:9]=2)=[CH:4][CH:3]=1.[C:18]([NH:22][OH:23])([CH3:21])([CH3:20])[CH3:19]. (10) Given the product [F:56][C:53]1[CH:52]=[CH:51][C:50]([CH2:49][N:48]2[C:70](=[O:71])[C:69]([C:64]3[NH:63][C:62]4[CH:73]=[CH:74][C:59]([I:58])=[CH:60][C:61]=4[S:66](=[O:68])(=[O:67])[N:65]=3)=[C:40]([OH:41])[C@H:42]3[C@@H:47]2[C@H:46]2[CH2:57][C@@H:43]3[CH2:44][CH2:45]2)=[CH:55][CH:54]=1, predict the reactants needed to synthesize it. The reactants are: C(N(CC)C(C)C)(C)C.F[P-](F)(F)(F)(F)F.N1(O[P+](N(C)C)(N(C)C)N(C)C)C2C=CC=CC=2N=N1.C(O[C:40]([C@H:42]1[C@@H:47]([NH:48][CH2:49][C:50]2[CH:55]=[CH:54][C:53]([F:56])=[CH:52][CH:51]=2)[C@H:46]2[CH2:57][C@@H:43]1[CH2:44][CH2:45]2)=[O:41])C.[I:58][C:59]1[CH:74]=[CH:73][C:62]2[NH:63][C:64]([CH2:69][C:70](O)=[O:71])=[N:65][S:66](=[O:68])(=[O:67])[C:61]=2[CH:60]=1.[O-]CC.[Na+].C(O)C.